From a dataset of NCI-60 drug combinations with 297,098 pairs across 59 cell lines. Regression. Given two drug SMILES strings and cell line genomic features, predict the synergy score measuring deviation from expected non-interaction effect. (1) Drug 1: CS(=O)(=O)C1=CC(=C(C=C1)C(=O)NC2=CC(=C(C=C2)Cl)C3=CC=CC=N3)Cl. Drug 2: C1=CC(=CC=C1C#N)C(C2=CC=C(C=C2)C#N)N3C=NC=N3. Cell line: K-562. Synergy scores: CSS=19.9, Synergy_ZIP=-1.65, Synergy_Bliss=2.05, Synergy_Loewe=2.20, Synergy_HSA=1.91. (2) Drug 1: CC12CCC(CC1=CCC3C2CCC4(C3CC=C4C5=CN=CC=C5)C)O. Drug 2: C(=O)(N)NO. Cell line: SK-MEL-2. Synergy scores: CSS=-0.0645, Synergy_ZIP=1.63, Synergy_Bliss=4.46, Synergy_Loewe=-0.562, Synergy_HSA=0.741. (3) Drug 1: C1C(C(OC1N2C=NC3=C(N=C(N=C32)Cl)N)CO)O. Drug 2: C(CCl)NC(=O)N(CCCl)N=O. Synergy scores: CSS=38.4, Synergy_ZIP=-2.66, Synergy_Bliss=-3.88, Synergy_Loewe=-54.0, Synergy_HSA=-3.93. Cell line: OVCAR-5. (4) Drug 1: CC1=C(C=C(C=C1)C(=O)NC2=CC(=CC(=C2)C(F)(F)F)N3C=C(N=C3)C)NC4=NC=CC(=N4)C5=CN=CC=C5. Drug 2: CN(CCCl)CCCl.Cl. Cell line: SK-MEL-5. Synergy scores: CSS=15.4, Synergy_ZIP=-7.99, Synergy_Bliss=-1.48, Synergy_Loewe=-2.47, Synergy_HSA=0.167.